Task: Predict the reaction yield, written as a fraction of the theoretical maximum amount of product (1.0 means a 100% yield; for example, 0.34 means a 34% yield).. Dataset: Reaction yield outcomes from USPTO patents with 853,638 reactions (1) The catalyst is C1COCC1. The reactants are [CH3:1][C:2]1[CH:6]=[C:5]([CH3:7])[NH:4][C:3]=1/[CH:8]=[C:9]1\[C:10](=[O:25])[N:11]([C:18](N2C=CN=C2)=[O:19])[C:12]2[C:17]\1=[CH:16][CH:15]=[CH:14][CH:13]=2.[CH2:26]([OH:32])[C@H:27]([OH:31])[C:28]([OH:30])=[O:29].C(O)(C(F)(F)F)=O. The product is [C:28]([CH:27]([OH:31])[CH2:26][O:32][C:18]([N:11]1[C:12]2[C:17](=[CH:16][CH:15]=[CH:14][CH:13]=2)/[C:9](=[CH:8]/[C:3]2[NH:4][C:5]([CH3:7])=[CH:6][C:2]=2[CH3:1])/[C:10]1=[O:25])=[O:19])([OH:30])=[O:29]. The yield is 0.0800. (2) The reactants are S(OC)(O[CH3:5])(=O)=O.[C:8](=[S:13])([S:11][CH3:12])[S:9][CH3:10].[F:14][B-:15]([F:18])([F:17])[F:16].[H+]. The catalyst is C(#N)C. The product is [F:14][B-:15]([F:18])([F:17])[F:16].[CH3:10][S:9][C:8](=[S+:13][CH3:5])[S:11][CH3:12]. The yield is 0.830. (3) The product is [Br-:35].[C:1]([O:5][C:6]([N:8]1[C:16]2[CH:15]=[CH:14][N+:13]([CH:27]([C:28]3[CH:33]=[CH:32][CH:31]=[CH:30][C:29]=3[Cl:34])[CH2:26][CH2:25][CH2:24][CH2:23][CH2:22][CH:21]([CH3:20])[CH3:36])=[CH:12][C:11]=2[CH:10]=[CH:9]1)=[O:7])([CH3:4])([CH3:2])[CH3:3]. The yield is 0.606. The catalyst is C(#N)C. The reactants are [C:1]([O:5][C:6]([N:8]1[C:16]2[CH:15]=[CH:14][N:13]=[CH:12][C:11]=2[CH:10]=[CH:9]1)=[O:7])([CH3:4])([CH3:3])[CH3:2].C(O[C:20](=O)[C:21](C)([CH3:36])[CH2:22][CH2:23][CH2:24][CH2:25][CH2:26][CH:27]([Br:35])[C:28]1[CH:33]=[CH:32][CH:31]=[CH:30][C:29]=1[Cl:34])C. (4) The product is [CH:1]1([CH2:6][CH:7]([N:11]2[C:19]3[C:14](=[CH:15][CH:16]=[CH:17][CH:18]=3)[CH2:13][C:12]2=[O:21])[C:8]([OH:10])=[O:9])[CH2:5][CH2:4][CH2:3][CH2:2]1. The yield is 0.860. The reactants are [CH:1]1([CH2:6][CH:7]([N:11]2[C:19]3[C:14](=[CH:15][CH:16]=[CH:17][CH:18]=3)[C:13](=O)[C:12]2=[O:21])[C:8]([OH:10])=[O:9])[CH2:5][CH2:4][CH2:3][CH2:2]1.O.NN. No catalyst specified. (5) The catalyst is CC(C)=O.O. The yield is 0.950. The reactants are [OH:1][C:2]1[CH:3]=[CH:4][C:5]([O:8][C:9]2[CH:10]=[C:11]([CH:26]=[CH:27][CH:28]=2)[CH:12]=[C:13]2[CH2:18][CH2:17][N:16]([C:19]([O:21][C:22]([CH3:25])([CH3:24])[CH3:23])=[O:20])[CH2:15][CH2:14]2)=[N:6][CH:7]=1.[CH2:29](I)[CH3:30].C([O-])([O-])=O.[K+].[K+].C1OCCOCCOCCOCCOCCOC1. The product is [CH2:29]([O:1][C:2]1[CH:3]=[CH:4][C:5]([O:8][C:9]2[CH:10]=[C:11]([CH:26]=[CH:27][CH:28]=2)[CH:12]=[C:13]2[CH2:18][CH2:17][N:16]([C:19]([O:21][C:22]([CH3:23])([CH3:24])[CH3:25])=[O:20])[CH2:15][CH2:14]2)=[N:6][CH:7]=1)[CH3:30]. (6) The reactants are [NH2:1][CH2:2][C@@H:3]([C:12]1[CH:21]=[CH:20][C:19]([O:22][CH2:23][C:24]2[CH:29]=[CH:28][CH:27]=[CH:26][CH:25]=2)=[C:18]2[C:13]=1[CH:14]=[CH:15][C:16](=[O:30])[NH:17]2)[O:4][Si:5]([C:8]([CH3:11])([CH3:10])[CH3:9])([CH3:7])[CH3:6].[OH:31][C:32]([C:43]1[CH:48]=[CH:47][C:46]([O:49][CH2:50][CH2:51][CH2:52][CH2:53][CH:54]=O)=[CH:45][CH:44]=1)([C:37]1[CH:42]=[CH:41][CH:40]=[CH:39][CH:38]=1)[C:33]([O:35][CH3:36])=[O:34].[O-]S([O-])(=O)=O.[Na+].[Na+].CC(O)=O.[C:75](O[C:75]([O:77][C:78]([CH3:81])([CH3:80])[CH3:79])=[O:76])([O:77][C:78]([CH3:81])([CH3:80])[CH3:79])=[O:76]. The catalyst is C(Cl)Cl. The product is [CH2:23]([O:22][C:19]1[CH:20]=[CH:21][C:12]([C@@H:3]([O:4][Si:5]([C:8]([CH3:11])([CH3:10])[CH3:9])([CH3:7])[CH3:6])[CH2:2][N:1]([C:75]([O:77][C:78]([CH3:79])([CH3:80])[CH3:81])=[O:76])[CH2:54][CH2:53][CH2:52][CH2:51][CH2:50][O:49][C:46]2[CH:47]=[CH:48][C:43]([C:32]([OH:31])([C:37]3[CH:42]=[CH:41][CH:40]=[CH:39][CH:38]=3)[C:33]([O:35][CH3:36])=[O:34])=[CH:44][CH:45]=2)=[C:13]2[C:18]=1[NH:17][C:16](=[O:30])[CH:15]=[CH:14]2)[C:24]1[CH:29]=[CH:28][CH:27]=[CH:26][CH:25]=1. The yield is 0.486. (7) The reactants are Br[C:2]1[CH:11]=[C:10]2[C:5]([CH:6]=[C:7]([Cl:12])[CH:8]=[N:9]2)=[CH:4][CH:3]=1.[B:13]1([B:13]2[O:17][C:16]([CH3:19])([CH3:18])[C:15]([CH3:21])([CH3:20])[O:14]2)[O:17][C:16]([CH3:19])([CH3:18])[C:15]([CH3:21])([CH3:20])[O:14]1.C([O-])(=O)C.[K+]. The catalyst is C1C=CC([P]([Pd]([P](C2C=CC=CC=2)(C2C=CC=CC=2)C2C=CC=CC=2)([P](C2C=CC=CC=2)(C2C=CC=CC=2)C2C=CC=CC=2)[P](C2C=CC=CC=2)(C2C=CC=CC=2)C2C=CC=CC=2)(C2C=CC=CC=2)C2C=CC=CC=2)=CC=1.O1CCOCC1. The product is [Cl:12][C:7]1[CH:8]=[N:9][C:10]2[C:5]([CH:6]=1)=[CH:4][CH:3]=[C:2]([B:13]1[O:17][C:16]([CH3:19])([CH3:18])[C:15]([CH3:21])([CH3:20])[O:14]1)[CH:11]=2. The yield is 0.890. (8) The reactants are Cl[C:2]1[N:7]=[C:6]([N:8]2[CH2:13][CH2:12][O:11][CH2:10][CH2:9]2)[N:5]=[C:4]([N:14]2[C:18]3[CH:19]=[CH:20][CH:21]=[C:22]([O:23][CH3:24])[C:17]=3[N:16]=[C:15]2[CH:25]([F:27])[F:26])[N:3]=1.[NH2:28][CH:29]1[CH2:34][CH2:33][N:32]([C:35]([O:37][C:38]([CH3:41])([CH3:40])[CH3:39])=[O:36])[CH2:31][CH2:30]1.CCN(C(C)C)C(C)C. The catalyst is C1COCC1. The product is [F:26][CH:25]([F:27])[C:15]1[N:14]([C:4]2[N:5]=[C:6]([N:8]3[CH2:13][CH2:12][O:11][CH2:10][CH2:9]3)[N:7]=[C:2]([NH:28][CH:29]3[CH2:30][CH2:31][N:32]([C:35]([O:37][C:38]([CH3:41])([CH3:40])[CH3:39])=[O:36])[CH2:33][CH2:34]3)[N:3]=2)[C:18]2[CH:19]=[CH:20][CH:21]=[C:22]([O:23][CH3:24])[C:17]=2[N:16]=1. The yield is 0.910. (9) The catalyst is CO. The reactants are [CH3:1][O:2][C:3]([NH:5][C@@H:6]([CH:54](C)[CH3:55])[C:7]([N:9]1[CH2:13][CH2:12][CH2:11][C@H:10]1[C:14]1[NH:15][C:16]([C:19]2[CH:32]=[C:31]3[C:22]([C:23]4[CH:24]=[CH:25][C:26]([C:33]5[CH:34]=[CH:35][C:36]6[N:40]=[C:39]([C@@H:41]7[CH2:45][CH2:44][CH2:43][N:42]7[C:46](OC(C)(C)C)=[O:47])[NH:38][C:37]=6[CH:53]=5)=[CH:27][C:28]=4[CH2:29][CH2:30]3)=[CH:21][CH:20]=2)=[CH:17][N:18]=1)=[O:8])=[O:4].Cl.O1CCOC[CH2:59]1.[CH3:64][O:65][C:66]([NH:68][C@H:69]([C:73]1[CH:78]=[CH:77][CH:76]=[CH:75][CH:74]=1)C(O)=O)=[O:67].CCOC(C(C#N)=NOC(N1CCOCC1)=[N+](C)C)=O.F[P-](F)(F)(F)(F)F.C(N(C(C)C)CC)(C)C. The yield is 0.360. The product is [CH3:64][O:65][C:66]([NH:68][C@H:69]([C:73]1[CH:78]=[CH:77][CH:76]=[CH:75][CH:74]=1)[C:46]([N:42]1[CH2:43][CH2:44][CH2:45][C@H:41]1[C:39]1[NH:38][C:37]2[CH:53]=[C:33]([C:26]3[CH:25]=[C:24]4[C:23]([C:22]5[CH:21]=[CH:20][C:19]([C:16]6[NH:15][C:14]([C@@H:10]7[CH2:11][CH2:12][CH2:13][N:9]7[C:7](=[O:8])[C@@H:6]([NH:5][C:3](=[O:4])[O:2][CH3:1])[CH:54]([CH3:55])[CH3:59])=[N:18][CH:17]=6)=[CH:32][C:31]=5[CH2:30][CH2:29]4)=[CH:28][CH:27]=3)[CH:34]=[CH:35][C:36]=2[N:40]=1)=[O:47])=[O:67]. (10) The reactants are CS(O[CH2:6][C:7]#[C:8][C:9]1[CH:14]=[C:13]([F:15])[CH:12]=[CH:11][C:10]=1[CH2:16][NH:17][C:18]([C:20]1[N:21]=[C:22]2[N:27]([C:28](=[O:38])[C:29]=1[O:30][CH2:31][C:32]1[CH:37]=[CH:36][CH:35]=[CH:34][CH:33]=1)[CH2:26][CH2:25][O:24][C:23]2([CH3:40])[CH3:39])=[O:19])(=O)=O.[CH3:41][NH:42][CH3:43]. The catalyst is C(#N)C.O1CCCC1.C(OCC)(=O)C. The product is [CH3:41][N:42]([CH3:43])[CH2:6][C:7]#[C:8][C:9]1[CH:14]=[C:13]([F:15])[CH:12]=[CH:11][C:10]=1[CH2:16][NH:17][C:18]([C:20]1[N:21]=[C:22]2[N:27]([C:28](=[O:38])[C:29]=1[O:30][CH2:31][C:32]1[CH:37]=[CH:36][CH:35]=[CH:34][CH:33]=1)[CH2:26][CH2:25][O:24][C:23]2([CH3:39])[CH3:40])=[O:19]. The yield is 0.880.